Dataset: Reaction yield outcomes from USPTO patents with 853,638 reactions. Task: Predict the reaction yield, written as a fraction of the theoretical maximum amount of product (1.0 means a 100% yield; for example, 0.34 means a 34% yield). The reactants are O[CH:2]1[CH2:11][C:6]2([CH2:10][CH2:9][CH2:8][CH2:7]2)[CH:5]([C:12]([O:14][CH2:15][CH3:16])=[O:13])[C:4]([CH3:17])=[CH:3]1.C([SiH](CC)CC)C.B(F)(F)F.CCOCC. The catalyst is ClCCl. The product is [CH3:17][C:4]1[CH:5]([C:12]([O:14][CH2:15][CH3:16])=[O:13])[C:6]2([CH2:11][CH2:2][CH:3]=1)[CH2:10][CH2:9][CH2:8][CH2:7]2. The yield is 0.700.